From a dataset of Catalyst prediction with 721,799 reactions and 888 catalyst types from USPTO. Predict which catalyst facilitates the given reaction. Reactant: [C:1]([O:5][C:6]([N:8]1[CH2:15][CH2:14][CH2:13][C@H:9]1[C:10]([OH:12])=[O:11])=[O:7])([CH3:4])([CH3:3])[CH3:2].CCN(C(C)C)C(C)C.Br[CH2:26][C:27]([C:29]1[CH:34]=[CH:33][C:32]([Cl:35])=[CH:31][CH:30]=1)=[O:28]. Product: [N:8]1([C:6]([O:5][C:1]([CH3:4])([CH3:2])[CH3:3])=[O:7])[CH2:15][CH2:14][CH2:13][C@H:9]1[C:10]([O:12][CH2:26][C:27]([C:29]1[CH:34]=[CH:33][C:32]([Cl:35])=[CH:31][CH:30]=1)=[O:28])=[O:11]. The catalyst class is: 2.